Predict the reactants needed to synthesize the given product. From a dataset of Full USPTO retrosynthesis dataset with 1.9M reactions from patents (1976-2016). (1) Given the product [Cl:20][CH:21]1[CH:32]([CH3:33])[CH:31]2[CH:23]([C@@:24]3([CH:51]=[O:52])[CH2:36][C@H:28]4[C@@:2]([CH2:3][O:4][CH:5]5[O:10][C:9](=[CH2:11])[CH:8]6[O:12][CH2:13][CH2:14][CH:7]6[CH2:6]5)([CH2:30]2)[C@:25]3([C:40]([OH:42])=[O:41])[C:26]([CH:37]([CH3:38])[CH3:39])=[CH:27]4)[CH2:22]1, predict the reactants needed to synthesize it. The reactants are: Cl[C:2](Cl)(Cl)/[C:3](=N\[H])/[O:4][CH:5]1[O:10][CH:9]([CH3:11])[CH:8]2[O:12][CH2:13][C:14](=C)[CH:7]2[CH2:6]1.[Cl:20][CH:21]1[CH:32]([CH3:33])[CH:31]2[CH:23]([C@@:24]3([CH:51]=[O:52])[CH2:36][C@H:28]4[C@@](CO)([CH2:30]2)[C@:25]3([C:40]([O:42]COC(=O)C(C)(C)C)=[O:41])[C:26]([CH:37]([CH3:39])[CH3:38])=[CH:27]4)[CH2:22]1. (2) Given the product [Cl:8][C:6]1[CH:5]=[C:4]([S:9]([N:12]([CH2:34][P:35](=[O:36])([O:40][CH2:41][CH3:42])[O:37][CH2:38][CH3:39])[C:13]2[CH:14]=[C:15]3[C:19](=[CH:20][CH:21]=2)[NH:18][CH:17]=[CH:16]3)(=[O:11])=[O:10])[CH:3]=[C:2]([Cl:1])[CH:7]=1, predict the reactants needed to synthesize it. The reactants are: [Cl:1][C:2]1[CH:3]=[C:4]([S:9]([NH:12][C:13]2[CH:14]=[C:15]3[C:19](=[CH:20][CH:21]=2)[NH:18][CH:17]=[CH:16]3)(=[O:11])=[O:10])[CH:5]=[C:6]([Cl:8])[CH:7]=1.C(=O)([O-])[O-].[K+].[K+].FC(F)(F)S(O[CH2:34][P:35]([O:40][CH2:41][CH3:42])([O:37][CH2:38][CH3:39])=[O:36])(=O)=O.O. (3) Given the product [CH:14]1[CH:13]=[C:12](/[CH:16]=[CH:4]/[C:3]([C:6]2[S:7][CH:8]=[CH:9][CH:10]=2)=[O:5])[O:11][CH:15]=1, predict the reactants needed to synthesize it. The reactants are: [OH-].[Na+].[C:3]([C:6]1[S:7][CH:8]=[CH:9][CH:10]=1)(=[O:5])[CH3:4].[O:11]1[CH:15]=[CH:14][CH:13]=[C:12]1[CH:16]=O. (4) The reactants are: [CH:1]1([C:4]2[C:5]([N:13]3[CH2:18][CH2:17][N:16]([C:19]([C:21]4[CH:26]=[CH:25][C:24](I)=[CH:23][CH:22]=4)=[O:20])[CH2:15][CH2:14]3)=[N:6][CH:7]=[C:8]([CH:10]3[CH2:12][CH2:11]3)[CH:9]=2)[CH2:3][CH2:2]1.[CH3:28][O:29][C:30](=[O:32])[NH2:31]. Given the product [CH3:28][O:29][C:30](=[O:32])[NH:31][C:24]1[CH:23]=[CH:22][C:21]([C:19]([N:16]2[CH2:15][CH2:14][N:13]([C:5]3[C:4]([CH:1]4[CH2:2][CH2:3]4)=[CH:9][C:8]([CH:10]4[CH2:12][CH2:11]4)=[CH:7][N:6]=3)[CH2:18][CH2:17]2)=[O:20])=[CH:26][CH:25]=1, predict the reactants needed to synthesize it.